From a dataset of Full USPTO retrosynthesis dataset with 1.9M reactions from patents (1976-2016). Predict the reactants needed to synthesize the given product. (1) Given the product [CH3:32][CH:33]([S:35]([O:1][C:2]1[CH:3]=[CH:4][C:5]2[N:9]=[CH:8][N:7]([C:10]3[S:14][C:13]([C:15]([NH2:17])=[O:16])=[C:12]([O:18][C@@H:19]([C:21]4[CH:26]=[CH:25][CH:24]=[CH:23][C:22]=4[C:27]([F:29])([F:28])[F:30])[CH3:20])[CH:11]=3)[C:6]=2[CH:31]=1)(=[O:37])=[O:36])[CH3:34], predict the reactants needed to synthesize it. The reactants are: [OH:1][C:2]1[CH:3]=[CH:4][C:5]2[N:9]=[CH:8][N:7]([C:10]3[S:14][C:13]([C:15]([NH2:17])=[O:16])=[C:12]([O:18][C@@H:19]([C:21]4[CH:26]=[CH:25][CH:24]=[CH:23][C:22]=4[C:27]([F:30])([F:29])[F:28])[CH3:20])[CH:11]=3)[C:6]=2[CH:31]=1.[CH3:32][CH:33]([S:35](Cl)(=[O:37])=[O:36])[CH3:34]. (2) Given the product [N:8]1[CH:13]=[CH:12][CH:11]=[C:10]([NH:14][C:15]([C:17]2[C:25]3[C:20](=[CH:21][CH:22]=[C:23]([C:26]4[CH:27]=[N:28][CH:29]=[CH:30][CH:31]=4)[CH:24]=3)[NH:19][N:18]=2)=[O:16])[CH:9]=1, predict the reactants needed to synthesize it. The reactants are: C(O)(C(F)(F)F)=O.[N:8]1[CH:13]=[CH:12][CH:11]=[C:10]([NH:14][C:15]([C:17]2[C:25]3[C:20](=[CH:21][CH:22]=[C:23]([C:26]4[CH:27]=[N:28][CH:29]=[CH:30][CH:31]=4)[CH:24]=3)[N:19](C3CCCCO3)[N:18]=2)=[O:16])[CH:9]=1.C([SiH](CC)CC)C. (3) Given the product [N+:3]([C:6]1[CH:7]=[C:13]2[C:14]([OH:27])=[N:15][N:16]([S:17]([C:20]3[CH:26]=[CH:25][C:23]([CH3:24])=[CH:22][CH:21]=3)(=[O:19])=[O:18])[C:12]2=[N:11][CH:9]=1)([O-:5])=[O:4], predict the reactants needed to synthesize it. The reactants are: O.[Na].[N+:3]([CH:6]([CH:9]=O)[CH:7]=O)([O-:5])=[O:4].[NH2:11][C:12]1[N:16]([S:17]([C:20]2[CH:26]=[CH:25][C:23]([CH3:24])=[CH:22][CH:21]=2)(=[O:19])=[O:18])[N:15]=[C:14]([OH:27])[CH:13]=1.FC1(F)C[C@H]1C1C2C(=NC=C(NC(=O)C3C(F)=CC=C(NS(CCC)(=O)=O)C=3F)C=2)NN=1.